Dataset: Full USPTO retrosynthesis dataset with 1.9M reactions from patents (1976-2016). Task: Predict the reactants needed to synthesize the given product. (1) Given the product [N:31]([CH:6]1[CH2:11][CH2:10][CH:9]([O:12][C:13]2[C:18]([F:19])=[CH:17][C:16]([C:20]3[CH:25]=[CH:24][C:23]([S:26]([CH3:29])(=[O:28])=[O:27])=[CH:22][CH:21]=3)=[CH:15][C:14]=2[F:30])[CH2:8][CH2:7]1)=[N+:32]=[N-:33], predict the reactants needed to synthesize it. The reactants are: CS(O[CH:6]1[CH2:11][CH2:10][CH:9]([O:12][C:13]2[C:18]([F:19])=[CH:17][C:16]([C:20]3[CH:25]=[CH:24][C:23]([S:26]([CH3:29])(=[O:28])=[O:27])=[CH:22][CH:21]=3)=[CH:15][C:14]=2[F:30])[CH2:8][CH2:7]1)(=O)=O.[N-:31]=[N+:32]=[N-:33].[Na+]. (2) Given the product [CH:29]1([N:32]([CH2:33][C:34]2[N:35]=[CH:36][NH:37][CH:38]=2)[S:2]([C:5]2[CH:14]=[CH:13][C:12]3[NH:11][C:10](=[O:15])[C:9]4[NH:16][CH:17]=[C:18]([C:19]([OH:21])=[O:20])[C:8]=4[C:7]=3[CH:6]=2)(=[O:4])=[O:3])[CH2:31][CH2:30]1, predict the reactants needed to synthesize it. The reactants are: Cl[S:2]([C:5]1[CH:14]=[CH:13][C:12]2[NH:11][C:10](=[O:15])[C:9]3[NH:16][CH:17]=[C:18]([C:19]([OH:21])=[O:20])[C:8]=3[C:7]=2[CH:6]=1)(=[O:4])=[O:3].C(N(CC)CC)C.[CH:29]1([NH:32][CH2:33][C:34]2[N:35]=[CH:36][N:37](C(OC(C)(C)C)=O)[CH:38]=2)[CH2:31][CH2:30]1. (3) Given the product [CH3:1][O:2][C:3]1[CH:8]=[CH:7][C:6]([S:9]([N:12]2[C@@H:17]([C:18]([OH:20])=[O:19])[C@H:16]3[CH2:23][C@@H:13]2[CH2:14][CH2:15]3)(=[O:11])=[O:10])=[CH:5][CH:4]=1, predict the reactants needed to synthesize it. The reactants are: [CH3:1][O:2][C:3]1[CH:8]=[CH:7][C:6]([S:9]([N:12]2[C@@H:17]([C:18]([O:20]CC)=[O:19])[C@H:16]3[CH2:23][C@@H:13]2[CH2:14][CH2:15]3)(=[O:11])=[O:10])=[CH:5][CH:4]=1.CO.[OH-].[Na+].Cl. (4) Given the product [F:11][C:12]1[CH:25]=[CH:24][C:15]([CH2:16][C:17]2[N:18]3[N:23]=[CH:3][C:2]([C:5]4[CH:10]=[CH:9][CH:8]=[CH:7][CH:6]=4)=[N:22][C:19]3=[N:20][N:21]=2)=[CH:14][CH:13]=1, predict the reactants needed to synthesize it. The reactants are: O=[C:2]([C:5]1[CH:10]=[CH:9][CH:8]=[CH:7][CH:6]=1)[CH:3]=O.[F:11][C:12]1[CH:25]=[CH:24][C:15]([CH2:16][C:17]2[N:18]([NH2:23])[C:19]([NH2:22])=[N:20][N:21]=2)=[CH:14][CH:13]=1. (5) Given the product [SH:8][C:7]1[CH:6]=[CH:5][C:4]([OH:11])=[CH:3][C:2]=1[CH3:1], predict the reactants needed to synthesize it. The reactants are: [CH3:1][C:2]1[CH:3]=[C:4]([OH:11])[CH:5]=[CH:6][C:7]=1[S:8]C#N.O.O.O.O.O.O.O.O.O.[S-2].[Na+].[Na+].Cl. (6) The reactants are: [Br:1][C:2]1[C:13]2[C:5](=[CH:6][C:7]([C:16]3[CH:21]=[CH:20][CH:19]=[CH:18][C:17]=3[Cl:22])=[C:8]3[C:12]=2[C:11](=[O:14])[NH:10][C:9]3=[O:15])[N:4]([CH2:23][CH2:24][CH2:25]O)[CH:3]=1.[CH2:27]([NH:30][CH2:31][CH2:32][CH3:33])[CH2:28][CH3:29]. Given the product [Br:1][C:2]1[C:13]2[C:5](=[CH:6][C:7]([C:16]3[CH:21]=[CH:20][CH:19]=[CH:18][C:17]=3[Cl:22])=[C:8]3[C:12]=2[C:11](=[O:14])[NH:10][C:9]3=[O:15])[N:4]([CH2:23][CH2:24][CH2:25][N:30]([CH2:31][CH2:32][CH3:33])[CH2:27][CH2:28][CH3:29])[CH:3]=1, predict the reactants needed to synthesize it. (7) Given the product [O:2]1[CH2:7][CH2:6][N:5]([C:12]([O:14][CH2:15][C:16]2[CH:21]=[CH:20][CH:19]=[CH:18][CH:17]=2)=[O:13])[CH:4]2[CH2:8][CH2:9][CH2:10][CH:3]12, predict the reactants needed to synthesize it. The reactants are: Cl.[O:2]1[CH2:7][CH2:6][NH:5][CH:4]2[CH2:8][CH2:9][CH2:10][CH:3]12.Cl[C:12]([O:14][CH2:15][C:16]1[CH:21]=[CH:20][CH:19]=[CH:18][CH:17]=1)=[O:13].C(N(CC)CC)C. (8) Given the product [F:12][C:13]1[CH:14]=[C:15]([CH:16]2[C:2]([C:1]([O:7][C:8]([CH3:11])([CH3:10])[CH3:9])=[O:6])=[C:3]([CH3:5])[NH:21][C:3]([CH3:5])=[C:2]2[C:1]([O:7][C:8]([CH3:11])([CH3:10])[CH3:9])=[O:22])[CH:18]=[CH:19][CH:20]=1, predict the reactants needed to synthesize it. The reactants are: [C:1]([O:7][C:8]([CH3:11])([CH3:10])[CH3:9])(=[O:6])[CH2:2][C:3]([CH3:5])=O.[F:12][C:13]1[CH:14]=[C:15]([CH:18]=[CH:19][CH:20]=1)[CH:16]=O.[NH4+:21].[OH-:22].